This data is from Reaction yield outcomes from USPTO patents with 853,638 reactions. The task is: Predict the reaction yield, written as a fraction of the theoretical maximum amount of product (1.0 means a 100% yield; for example, 0.34 means a 34% yield). (1) The reactants are [CH3:1][NH:2][CH:3]1[CH2:8][CH2:7][CH2:6][CH:5]([C:9]2[C:17]3[C:12](=[CH:13][CH:14]=[C:15]([N+:18]([O-:20])=[O:19])[CH:16]=3)[NH:11][CH:10]=2)[CH2:4]1.[CH3:21][C:22]([O:25][C:26](O[C:26]([O:25][C:22]([CH3:24])([CH3:23])[CH3:21])=[O:27])=[O:27])([CH3:24])[CH3:23].C(N(CC)CC)C. The catalyst is O1CCOCC1. The product is [CH3:1][N:2]([CH:3]1[CH2:8][CH2:7][CH2:6][CH:5]([C:9]2[C:17]3[C:12](=[CH:13][CH:14]=[C:15]([N+:18]([O-:20])=[O:19])[CH:16]=3)[NH:11][CH:10]=2)[CH2:4]1)[C:26](=[O:27])[O:25][C:22]([CH3:24])([CH3:23])[CH3:21]. The yield is 0.730. (2) The reactants are [CH:1]([C:4]1[NH:8][N:7]=[C:6]([C:9]([OH:11])=[O:10])[C:5]=1[N+:12]([O-:14])=[O:13])([CH3:3])[CH3:2].Cl.[CH3:16]O. No catalyst specified. The product is [CH:1]([C:4]1[NH:8][N:7]=[C:6]([C:9]([O:11][CH3:16])=[O:10])[C:5]=1[N+:12]([O-:14])=[O:13])([CH3:3])[CH3:2]. The yield is 0.910. (3) The reactants are [F:1][CH:2]([F:29])[O:3][C:4]1[CH:9]=[CH:8][C:7]([C@@H:10]([N:12]2[CH2:17][CH2:16][C@:15]([CH2:24][C:25](=[O:27])[CH3:26])([C:18]3[CH:23]=[CH:22][CH:21]=[CH:20][CH:19]=3)[O:14][C:13]2=[O:28])[CH3:11])=[CH:6][CH:5]=1.[CH3:30][Mg]Br. The catalyst is C1COCC1. The product is [F:29][CH:2]([F:1])[O:3][C:4]1[CH:9]=[CH:8][C:7]([C@@H:10]([N:12]2[CH2:17][CH2:16][C@:15]([CH2:24][C:25]([OH:27])([CH3:30])[CH3:26])([C:18]3[CH:19]=[CH:20][CH:21]=[CH:22][CH:23]=3)[O:14][C:13]2=[O:28])[CH3:11])=[CH:6][CH:5]=1. The yield is 0.100. (4) The yield is 0.300. The reactants are [C:1](Cl)(=[O:10])[C:2]1[CH:7]=[CH:6][CH:5]=[C:4]([O:8][CH3:9])[CH:3]=1.[NH2:12][C@@H:13]([CH2:17][CH2:18][CH:19]1[CH2:24][CH2:23][CH2:22][CH2:21][CH2:20]1)[C:14]([OH:16])=O.[CH2:25]([CH2:27][NH2:28])O.[CH3:29][O:30][C:31]1[CH:32]=[CH:33][CH:34]=[C:35]2[C:39]=1[NH:38][CH2:37][CH2:36]2. No catalyst specified. The product is [CH:19]1([CH2:18][CH2:17][C@H:13]([NH:12][C:1](=[O:10])[C:2]2[CH:7]=[CH:6][CH:5]=[C:4]([O:8][CH3:9])[CH:3]=2)[C:14](=[O:16])[NH:28][CH2:27][CH2:25][N:38]2[C:39]3[C:35](=[CH:34][CH:33]=[CH:32][C:31]=3[O:30][CH3:29])[CH2:36][CH2:37]2)[CH2:24][CH2:23][CH2:22][CH2:21][CH2:20]1. (5) The reactants are Br[C:2]1[C:13](=[O:14])[N:12]([CH3:15])[C:5]2[N:6]=[C:7]([NH:10][CH3:11])[N:8]=[CH:9][C:4]=2[CH:3]=1.[CH3:16][C:17]1([CH3:33])[C:21]([CH3:23])([CH3:22])[O:20][B:19]([B:19]2[O:20][C:21]([CH3:23])([CH3:22])[C:17]([CH3:33])([CH3:16])[O:18]2)[O:18]1.C([O-])(=O)C.[K+].CS(C)=O. The catalyst is O. The product is [CH3:15][N:12]1[C:5]2[N:6]=[C:7]([NH:10][CH3:11])[N:8]=[CH:9][C:4]=2[CH:3]=[C:2]([B:19]2[O:20][C:21]([CH3:23])([CH3:22])[C:17]([CH3:33])([CH3:16])[O:18]2)[C:13]1=[O:14]. The yield is 0.638. (6) No catalyst specified. The product is [CH3:34][C:29]1([CH3:35])[C:30]([CH3:33])([CH3:32])[O:31][B:27]([C:24]2[CH:25]=[CH:26][C:21]([CH2:20][O:1][C:2]3[CH:10]=[CH:9][C:5]4[N:6]=[C:7]([C:36]#[N:38])[S:8][C:4]=4[CH:3]=3)=[CH:22][CH:23]=2)[O:28]1. The yield is 0.720. The reactants are [OH:1][C:2]1[CH:10]=[CH:9][C:5]2[N:6]=[CH:7][S:8][C:4]=2[CH:3]=1.C(=O)([O-])[O-].[K+].[K+].[I-].[K+].Br[CH2:20][C:21]1[CH:26]=[CH:25][C:24]([B:27]2[O:31][C:30]([CH3:33])([CH3:32])[C:29]([CH3:35])([CH3:34])[O:28]2)=[CH:23][CH:22]=1.[C:36](#[N:38])C.